From a dataset of Catalyst prediction with 721,799 reactions and 888 catalyst types from USPTO. Predict which catalyst facilitates the given reaction. (1) Reactant: [F:1][C:2]([F:9])([C:5]([F:8])([F:7])[F:6])[CH2:3][OH:4].N1C=CC=CC=1.[S:16](Cl)([C:19]1[CH:25]=[CH:24][C:22]([CH3:23])=[CH:21][CH:20]=1)(=[O:18])=[O:17].C([O-])([O-])=O.[K+].[K+]. Product: [S:16]([C:19]1[CH:25]=[CH:24][C:22]([CH3:23])=[CH:21][CH:20]=1)([O:4][CH2:3][C:2]([F:9])([F:1])[C:5]([F:8])([F:7])[F:6])(=[O:18])=[O:17]. The catalyst class is: 22. (2) Product: [Cl:1][C:2]1[CH:3]=[CH:4][C:5]([F:25])=[C:6]([C:8]2[CH:9]=[C:10]([NH:14][CH:15]([C:19]3[CH:24]=[CH:23][CH:22]=[CH:21][CH:20]=3)[C:16]([NH:63][S:60]([CH3:59])(=[O:62])=[O:61])=[O:17])[CH:11]=[N:12][CH:13]=2)[CH:7]=1. The catalyst class is: 3. Reactant: [Cl:1][C:2]1[CH:3]=[CH:4][C:5]([F:25])=[C:6]([C:8]2[CH:9]=[C:10]([NH:14][C@H:15]([C:19]3[CH:24]=[CH:23][CH:22]=[CH:21][CH:20]=3)[C:16](O)=[O:17])[CH:11]=[N:12][CH:13]=2)[CH:7]=1.CN(C(ON1N=NC2C=CC=NC1=2)=[N+](C)C)C.F[P-](F)(F)(F)(F)F.C(N(CC)C(C)C)(C)C.[CH3:59][S:60]([NH2:63])(=[O:62])=[O:61]. (3) Reactant: Cl[C:2]1[N:7]=[C:6]([NH:8][C:9]2[NH:13][N:12]=[C:11]([CH:14]3[CH2:16][CH2:15]3)[CH:10]=2)[C:5]([F:17])=[CH:4][N:3]=1.[F:18][C:19]1[CH:20]=[CH:21][C:22]([C@@H:25]([NH2:27])[CH3:26])=[N:23][CH:24]=1.CCN(C(C)C)C(C)C. Product: [F:17][C:5]1[C:6]([NH:8][C:9]2[CH:10]=[C:11]([CH:14]3[CH2:16][CH2:15]3)[NH:12][N:13]=2)=[N:7][C:2]([NH:27][C@H:25]([C:22]2[CH:21]=[CH:20][C:19]([F:18])=[CH:24][N:23]=2)[CH3:26])=[N:3][CH:4]=1. The catalyst class is: 114.